Dataset: Forward reaction prediction with 1.9M reactions from USPTO patents (1976-2016). Task: Predict the product of the given reaction. (1) Given the reactants [Cl:1][C:2]1[CH:3]=[CH:4][C:5]2[NH:11][C:10](=S)[CH:9]([CH2:13][C:14]3[O:15][C:16]([CH2:19][CH2:20][C:21]([O:23][CH3:24])=[O:22])=[CH:17][N:18]=3)[CH2:8][CH:7]([C:25]3[CH:30]=[CH:29][CH:28]=[C:27]([O:31][CH3:32])[C:26]=3[O:33][CH3:34])[C:6]=2[CH:35]=1.O.[NH2:37][NH2:38], predict the reaction product. The product is: [Cl:1][C:2]1[CH:3]=[CH:4][C:5]2[NH:11]/[C:10](=[N:37]\[NH2:38])/[CH:9]([CH2:13][C:14]3[O:15][C:16]([CH2:19][CH2:20][C:21]([O:23][CH3:24])=[O:22])=[CH:17][N:18]=3)[CH2:8][CH:7]([C:25]3[CH:30]=[CH:29][CH:28]=[C:27]([O:31][CH3:32])[C:26]=3[O:33][CH3:34])[C:6]=2[CH:35]=1. (2) Given the reactants COC(=O)/C=C/C1C=C2C(=CC=1)OC1(CCN(C(OC(C)(C)C)=O)CC1)CC2=O.[C:30]1([N:36]2[CH2:41][CH2:40][C:39](=[O:42])[CH2:38][CH2:37]2)[CH:35]=[CH:34][CH:33]=[CH:32][CH:31]=1.[CH3:43][C:44]([C:46]1[CH:51]=[C:50]([Br:52])[CH:49]=[CH:48][C:47]=1O)=[O:45], predict the reaction product. The product is: [C:30]1([N:36]2[CH2:37][CH2:38][C:39]3([CH2:43][C:44](=[O:45])[C:46]4[C:47](=[CH:48][CH:49]=[C:50]([Br:52])[CH:51]=4)[O:42]3)[CH2:40][CH2:41]2)[CH:35]=[CH:34][CH:33]=[CH:32][CH:31]=1.